This data is from Full USPTO retrosynthesis dataset with 1.9M reactions from patents (1976-2016). The task is: Predict the reactants needed to synthesize the given product. (1) Given the product [Cl:1][C:2]1[CH:7]=[CH:6][C:5]([C:8]2[N:13]=[C:12]([CH3:14])[N:11]3[C:15](=[O:18])[N:16]([CH2:27][C:28]4[CH:33]=[N:32][C:31]([C:34]([F:37])([F:35])[F:36])=[CH:30][CH:29]=4)[N:17]=[C:10]3[C:9]=2[C:19]2[CH:24]=[CH:23][C:22]([Cl:25])=[CH:21][CH:20]=2)=[CH:4][CH:3]=1, predict the reactants needed to synthesize it. The reactants are: [Cl:1][C:2]1[CH:7]=[CH:6][C:5]([C:8]2[N:13]=[C:12]([CH3:14])[N:11]3[C:15](=[O:18])[NH:16][N:17]=[C:10]3[C:9]=2[C:19]2[CH:24]=[CH:23][C:22]([Cl:25])=[CH:21][CH:20]=2)=[CH:4][CH:3]=1.Cl[CH2:27][C:28]1[CH:29]=[CH:30][C:31]([C:34]([F:37])([F:36])[F:35])=[N:32][CH:33]=1.ClC1C=CC(C2N=C(C)N3C(=O)N(CC4C=CC(C(F)(F)F)=CC=4)N=C3C=2C2C=CC(Cl)=CC=2)=CC=1. (2) Given the product [CH3:1][N:2]([CH:25]1[CH2:30][CH2:29][N:28]([CH3:31])[CH2:27][CH2:26]1)[C:3]([N:5]1[C@H:9]([C:10]2[CH:11]=[CH:12][CH:13]=[CH:14][CH:15]=2)[C@@H:8]2[CH2:16][O:17][C:18]3[CH:19]=[CH:20][C:21]([F:24])=[CH:22][C:23]=3[C:7]2=[N:6]1)=[O:4], predict the reactants needed to synthesize it. The reactants are: [CH3:1][N:2]([CH:25]1[CH2:30][CH2:29][N:28]([CH3:31])[CH2:27][CH2:26]1)[C:3]([N:5]1[CH:9]([C:10]2[CH:15]=[CH:14][CH:13]=[CH:12][CH:11]=2)[CH:8]2[CH2:16][O:17][C:18]3[CH:19]=[CH:20][C:21]([F:24])=[CH:22][C:23]=3[C:7]2=[N:6]1)=[O:4].FC1C=CC2OC[C@H]3[C@@H](C4C=CC=CC=4)N(C(Cl)=O)N=C3C=2C=1.FC1C=CC2OCC3C(C4C=CC=CC=4)N(C(Cl)=O)N=C3C=2C=1. (3) Given the product [Br:1][C:2]1[CH:10]=[C:6]([C:7]([O:9][CH2:15][CH3:16])=[O:8])[C:5]([OH:11])=[CH:4][CH:3]=1, predict the reactants needed to synthesize it. The reactants are: [Br:1][C:2]1[CH:10]=[C:6]([C:7]([OH:9])=[O:8])[C:5]([OH:11])=[CH:4][CH:3]=1.Cl.CN(C)[CH2:15][CH2:16]CN=C=N.O.ON1C2C=CC=CC=2N=N1.C(O)C. (4) Given the product [CH3:1][C:2]([CH3:37])([CH3:36])[C:3]([O:5][CH2:6][C:7]1[S:8][C:9]([C:29]2[CH:34]=[CH:33][N:32]=[C:31]([NH:54][C:42]3[CH:43]=[CH:44][C:45]([O:46][CH2:47][CH2:48][N:49]4[CH2:50][CH2:51][CH2:52][CH2:53]4)=[C:40]([F:39])[CH:41]=3)[N:30]=2)=[C:10]([C:12]2[CH:17]=[CH:16][CH:15]=[C:14]([NH:18][C:19]([C:21]3[C:26]([F:27])=[CH:25][CH:24]=[CH:23][C:22]=3[F:28])=[O:20])[CH:13]=2)[N:11]=1)=[O:4], predict the reactants needed to synthesize it. The reactants are: [CH3:1][C:2]([CH3:37])([CH3:36])[C:3]([O:5][CH2:6][C:7]1[S:8][C:9]([C:29]2[CH:34]=[CH:33][N:32]=[C:31](Cl)[N:30]=2)=[C:10]([C:12]2[CH:17]=[CH:16][CH:15]=[C:14]([NH:18][C:19]([C:21]3[C:26]([F:27])=[CH:25][CH:24]=[CH:23][C:22]=3[F:28])=[O:20])[CH:13]=2)[N:11]=1)=[O:4].Cl.[F:39][C:40]1[CH:41]=[C:42]([NH2:54])[CH:43]=[CH:44][C:45]=1[O:46][CH2:47][CH2:48][N:49]1[CH2:53][CH2:52][CH2:51][CH2:50]1. (5) The reactants are: [Br:1][C:2]1[CH:3]=[C:4]2[C:8](=[CH:9][CH:10]=1)[NH:7][C:6](=[O:11])[C:5]2=O.[NH:13]([C:15](=[O:28])[CH2:16][O:17][C:18]1[CH:27]=[CH:26][C:21]([C:22]([O:24][CH3:25])=[O:23])=[CH:20][CH:19]=1)[NH2:14]. Given the product [Br:1][C:2]1[CH:3]=[C:4]2[C:8](=[CH:9][CH:10]=1)[NH:7][C:6](=[O:11])[C:5]2=[N:14][NH:13][C:15](=[O:28])[CH2:16][O:17][C:18]1[CH:27]=[CH:26][C:21]([C:22]([O:24][CH3:25])=[O:23])=[CH:20][CH:19]=1, predict the reactants needed to synthesize it.